Task: Predict the product of the given reaction.. Dataset: Forward reaction prediction with 1.9M reactions from USPTO patents (1976-2016) (1) Given the reactants C1COCC1.Br[CH:7]1[CH2:9][CH2:8]1.[CH3:10][C:11]1[CH:18]=[CH:17][CH:16]=[CH:15][C:12]=1[C:13]#[N:14].[BH4-].[Na+], predict the reaction product. The product is: [CH:7]1([CH:13]([C:12]2[CH:15]=[CH:16][CH:17]=[CH:18][C:11]=2[CH3:10])[NH2:14])[CH2:9][CH2:8]1. (2) Given the reactants N1(C2N=CC(C(=O)C)=CC=2)CCOCC1.[N:16]1([C:22]2[N:27]=[CH:26][C:25]([C:28]3[CH:32]=[C:31]([C:33]([F:36])([F:35])[F:34])[N:30]([C:37]4[N:42]=[N:41][C:40]([NH2:43])=[CH:39][CH:38]=4)[N:29]=3)=[CH:24][CH:23]=2)[CH2:21][CH2:20][O:19][CH2:18][CH2:17]1.C(N(CC)C(C)C)(C)C.[Br:53][C:54]1[CH:55]=[C:56]([CH:60]=[CH:61][CH:62]=1)[C:57](Cl)=[O:58].C(=O)(O)[O-].[Na+], predict the reaction product. The product is: [N:16]1([C:22]2[N:27]=[CH:26][C:25]([C:28]3[CH:32]=[C:31]([C:33]([F:36])([F:34])[F:35])[N:30]([C:37]4[N:42]=[N:41][C:40]([NH2:43])=[CH:39][CH:38]=4)[N:29]=3)=[CH:24][CH:23]=2)[CH2:17][CH2:18][O:19][CH2:20][CH2:21]1.[Br:53][C:54]1[CH:55]=[C:56]([CH:60]=[CH:61][CH:62]=1)[C:57]([NH:43][C:40]1[N:41]=[N:42][C:37]([N:30]2[C:31]([C:33]([F:36])([F:34])[F:35])=[CH:32][C:28]([C:25]3[CH:26]=[N:27][C:22]([N:16]4[CH2:17][CH2:18][O:19][CH2:20][CH2:21]4)=[CH:23][CH:24]=3)=[N:29]2)=[CH:38][CH:39]=1)=[O:58]. (3) Given the reactants [OH:1][CH2:2][CH2:3][NH:4][C:5](=[O:31])[C@@H:6]([NH:11][C:12]([N:14]1[C:18]2[CH2:19][CH2:20][O:21][CH2:22][C:17]=2[C:16](C2C=CC(F)=C(F)C=2)=[N:15]1)=[O:13])[C:7]([CH3:10])([CH3:9])[CH3:8].[Cl:32][C:33]1[CH:34]=[CH:35][C:36]([F:42])=[C:37]([CH:41]=1)C(Cl)=O, predict the reaction product. The product is: [Cl:32][C:33]1[CH:41]=[CH:37][C:36]([F:42])=[C:35]([C:16]2[C:17]3[CH2:22][O:21][CH2:20][CH2:19][C:18]=3[N:14]([C:12]([NH:11][C@@H:6]([C:7]([CH3:8])([CH3:10])[CH3:9])[C:5]([NH:4][CH2:3][CH2:2][OH:1])=[O:31])=[O:13])[N:15]=2)[CH:34]=1. (4) Given the reactants [Si:1]([O:8][C@@H:9]1[CH2:14][CH2:13][C:12](=[O:15])[N:11]([CH2:16][C:17]2[CH:22]=[CH:21][C:20]([O:23][CH3:24])=[CH:19][CH:18]=2)[C:10]1=[O:25])([C:4]([CH3:7])([CH3:6])[CH3:5])([CH3:3])[CH3:2].CO.[BH4-].[Na+], predict the reaction product. The product is: [Si:1]([O:8][C@H:9]1[CH:10]([OH:25])[N:11]([CH2:16][C:17]2[CH:22]=[CH:21][C:20]([O:23][CH3:24])=[CH:19][CH:18]=2)[C:12](=[O:15])[CH2:13][CH2:14]1)([C:4]([CH3:7])([CH3:6])[CH3:5])([CH3:3])[CH3:2]. (5) Given the reactants [I:1][C:2]1[CH:7]=[CH:6][C:5]([C:8]2[CH:13]=[CH:12][C:11]([OH:14])=[CH:10][CH:9]=2)=[CH:4][CH:3]=1.[C:15]12(O)[CH2:24][CH:19]3[CH2:20][CH:21]([CH2:23][CH:17]([CH2:18]3)[CH2:16]1)[CH2:22]2, predict the reaction product. The product is: [C:15]12([C:10]3[CH:9]=[C:8]([C:5]4[CH:4]=[CH:3][C:2]([I:1])=[CH:7][CH:6]=4)[CH:13]=[CH:12][C:11]=3[OH:14])[CH2:24][CH:19]3[CH2:20][CH:21]([CH2:23][CH:17]([CH2:18]3)[CH2:16]1)[CH2:22]2. (6) Given the reactants [S:1]1[C:9]2[C:4](=[N:5][CH:6]=[CH:7][C:8]=2O)[CH:3]=[CH:2]1.P(Cl)(Cl)([Cl:13])=O.[OH-].[Na+], predict the reaction product. The product is: [Cl:13][C:8]1[CH:7]=[CH:6][N:5]=[C:4]2[CH:3]=[CH:2][S:1][C:9]=12. (7) Given the reactants [NH2:1][C:2]1[N:10]=[C:9]2[C:5]([N:6]=[CH:7][N:8]2[C@H:11]2[C@@:15]([F:17])([CH3:16])[C@H:14]([O:18][C:19]([O:21][CH2:22][C:23]3[CH:28]=[CH:27][CH:26]=[CH:25][CH:24]=3)=[O:20])[C@@H:13]([CH2:29][O:30][Si](C(C)(C)C)(C)C)[O:12]2)=[C:4]([NH:38][C:39](=[O:48])[O:40][CH2:41][C:42]2[CH:47]=[CH:46][CH:45]=[CH:44][CH:43]=2)[N:3]=1.CCN(CC)CC.C([O-])(O)=O.[Na+].CCOC(C)=O, predict the reaction product. The product is: [NH2:1][C:2]1[N:10]=[C:9]2[C:5]([N:6]=[CH:7][N:8]2[C@H:11]2[C@@:15]([F:17])([CH3:16])[C@H:14]([O:18][C:19]([O:21][CH2:22][C:23]3[CH:28]=[CH:27][CH:26]=[CH:25][CH:24]=3)=[O:20])[C@@H:13]([CH2:29][OH:30])[O:12]2)=[C:4]([NH:38][C:39](=[O:48])[O:40][CH2:41][C:42]2[CH:43]=[CH:44][CH:45]=[CH:46][CH:47]=2)[N:3]=1. (8) Given the reactants Br[C:2]1[CH:3]=[C:4]([C:8]2[C:16]3[C:11](=[N:12][C:13]([NH:17][CH2:18][CH2:19][N:20]4[CH2:25][CH2:24][O:23][CH2:22][CH2:21]4)=[N:14][CH:15]=3)[N:10]([CH2:26][O:27][CH2:28][CH2:29][Si:30]([CH3:33])([CH3:32])[CH3:31])[N:9]=2)[CH:5]=[CH:6][CH:7]=1.[S:34]1[CH:38]=[CH:37][CH:36]=[C:35]1NC.[CH3:41][N:42](C1C(C2C(P(C3CCCCC3)C3CCCCC3)=CC=CC=2)=CC=CC=1)C.C(O[Na])(C)(C)C, predict the reaction product. The product is: [N:20]1([CH2:19][CH2:18][NH:17][C:13]2[N:12]=[C:11]3[N:10]([CH2:26][O:27][CH2:28][CH2:29][Si:30]([CH3:33])([CH3:32])[CH3:31])[N:9]=[C:8]([C:4]4[CH:5]=[CH:6][CH:7]=[C:2]([NH:42][CH2:41][C:35]5[S:34][CH:38]=[CH:37][CH:36]=5)[CH:3]=4)[C:16]3=[CH:15][N:14]=2)[CH2:25][CH2:24][O:23][CH2:22][CH2:21]1.